Dataset: Full USPTO retrosynthesis dataset with 1.9M reactions from patents (1976-2016). Task: Predict the reactants needed to synthesize the given product. Given the product [O:4]1[C:5]2([CH2:6][CH2:7][N:8]([CH2:11][CH2:12][C:13]3[CH:22]=[C:21]4[C:16]([CH2:17][CH2:18][CH2:19][NH:20]4)=[CH:15][C:14]=3[O:23][CH3:24])[CH2:9][CH2:10]2)[O:1][CH2:2][CH2:3]1, predict the reactants needed to synthesize it. The reactants are: [O:1]1[C:5]2([CH2:10][CH2:9][N:8]([CH2:11][CH2:12][C:13]3[CH:22]=[C:21]4[C:16]([CH:17]=[CH:18][CH:19]=[N:20]4)=[CH:15][C:14]=3[O:23][CH3:24])[CH2:7][CH2:6]2)[O:4][CH2:3][CH2:2]1.[H][H].